This data is from Forward reaction prediction with 1.9M reactions from USPTO patents (1976-2016). The task is: Predict the product of the given reaction. Given the reactants [NH2:1][C:2]1[CH:7]=[CH:6][C:5]([O:8][C:9]2[CH:14]=[CH:13][C:12](C(OC(C)(C)C)=O)=[CH:11][C:10]=2NCCCCCC)=[CH:4][C:3]=1[N:29]([CH3:37])[C:30](=O)OC(C)(C)C.[O:38]=[C:39]1[NH:43][C:42](=[O:44])[CH:41]([CH2:45][C:46]2[CH:56]=[CH:55][C:49]([O:50][CH2:51]C(O)=O)=[CH:48][CH:47]=2)[S:40]1.C(P(=O)(OCC)OCC)#N.C([N:69]([CH2:72][CH3:73])CC)C.O1[CH2:78][CH2:77][CH2:76][CH2:75]1, predict the reaction product. The product is: [CH2:72]([NH:69][C:12]1[CH:11]=[CH:10][C:9]([O:8][C:5]2[CH:6]=[CH:7][C:2]3[N:1]=[C:37]([CH2:51][O:50][C:49]4[CH:48]=[CH:47][C:46]([CH2:45][CH:41]5[S:40][C:39](=[O:38])[NH:43][C:42]5=[O:44])=[CH:56][CH:55]=4)[N:29]([CH3:30])[C:3]=3[CH:4]=2)=[CH:14][CH:13]=1)[CH2:73][CH2:75][CH2:76][CH2:77][CH3:78].